From a dataset of Full USPTO retrosynthesis dataset with 1.9M reactions from patents (1976-2016). Predict the reactants needed to synthesize the given product. (1) Given the product [ClH:22].[C:1]([C:5]1[CH:6]=[CH:7][C:8]([O:33][CH2:34][CH3:35])=[C:9]([C:11]2[N:12]([C:30]([N:47]3[CH2:46][CH2:45][N:44]([CH2:43][CH2:42][S:39]([CH3:38])(=[O:40])=[O:41])[CH2:49][CH2:48]3)=[O:31])[C@H:13]([C:23]3[CH:28]=[CH:27][C:26]([Cl:29])=[CH:25][CH:24]=3)[C@H:14]([C:16]3[CH:21]=[CH:20][C:19]([Cl:22])=[CH:18][CH:17]=3)[N:15]=2)[CH:10]=1)([CH3:3])([CH3:2])[CH3:4], predict the reactants needed to synthesize it. The reactants are: [C:1]([C:5]1[CH:6]=[CH:7][C:8]([O:33][CH2:34][CH3:35])=[C:9]([C:11]2[N:12]([C:30](Cl)=[O:31])[C@H:13]([C:23]3[CH:28]=[CH:27][C:26]([Cl:29])=[CH:25][CH:24]=3)[C@H:14]([C:16]3[CH:21]=[CH:20][C:19]([Cl:22])=[CH:18][CH:17]=3)[N:15]=2)[CH:10]=1)([CH3:4])([CH3:3])[CH3:2].Cl.Cl.[CH3:38][S:39]([CH2:42][CH2:43][N:44]1[CH2:49][CH2:48][NH:47][CH2:46][CH2:45]1)(=[O:41])=[O:40]. (2) Given the product [CH3:1][C:2]1[CH:3]=[CH:4][CH:5]=[C:6]2[C:11]=1[N:10]=[C:9]([C:12]1[CH:17]=[CH:16][CH:15]=[CH:14][C:13]=1[CH3:18])[C:8]([CH2:19][OH:20])=[CH:7]2, predict the reactants needed to synthesize it. The reactants are: [CH3:1][C:2]1[CH:3]=[CH:4][CH:5]=[C:6]2[C:11]=1[N:10]=[C:9]([C:12]1[CH:17]=[CH:16][CH:15]=[CH:14][C:13]=1[CH3:18])[C:8]([CH:19]=[O:20])=[CH:7]2.[BH4-].[Na+]. (3) The reactants are: [C:1]1([S:7]([N:10]2[C:14]3=[N:15][CH:16]=[C:17]([Cl:19])[CH:18]=[C:13]3[C:12](I)=[CH:11]2)(=[O:9])=[O:8])[CH:6]=[CH:5][CH:4]=[CH:3][CH:2]=1.C([Mg]Cl)(C)C.[CH3:26][S:27][C:28]1[N:33]=[CH:32][C:31]([CH:34]=[O:35])=[CH:30][N:29]=1.[Cl-].[NH4+]. Given the product [C:1]1([S:7]([N:10]2[C:14]3=[N:15][CH:16]=[C:17]([Cl:19])[CH:18]=[C:13]3[C:12]([CH:34]([C:31]3[CH:30]=[N:29][C:28]([S:27][CH3:26])=[N:33][CH:32]=3)[OH:35])=[CH:11]2)(=[O:9])=[O:8])[CH:6]=[CH:5][CH:4]=[CH:3][CH:2]=1, predict the reactants needed to synthesize it. (4) Given the product [OH:12]/[N:11]=[C:10](/[C:13]1[CH:14]=[CH:15][C:16](=[O:20])[N:17]([CH3:19])[CH:18]=1)\[CH2:9][CH:8]([C:5]1[CH:6]=[CH:7][C:2]([C:36]2[CH:37]=[CH:38][C:33]([CH2:32][CH2:31][C:28]([OH:30])=[O:29])=[CH:34][CH:35]=2)=[CH:3][CH:4]=1)[C:21]1[CH:26]=[CH:25][CH:24]=[CH:23][C:22]=1[CH3:27], predict the reactants needed to synthesize it. The reactants are: Br[C:2]1[CH:7]=[CH:6][C:5]([CH:8]([C:21]2[CH:26]=[CH:25][CH:24]=[CH:23][C:22]=2[CH3:27])[CH2:9]/[C:10](/[C:13]2[CH:14]=[CH:15][C:16](=[O:20])[N:17]([CH3:19])[CH:18]=2)=[N:11]\[OH:12])=[CH:4][CH:3]=1.[C:28]([CH2:31][CH2:32][C:33]1[CH:38]=[CH:37][C:36](B(O)O)=[CH:35][CH:34]=1)([OH:30])=[O:29].O.C(=O)([O-])[O-].[Na+].[Na+].